Dataset: Catalyst prediction with 721,799 reactions and 888 catalyst types from USPTO. Task: Predict which catalyst facilitates the given reaction. (1) Reactant: [CH3:1][O:2][C:3]1[CH:13]=[CH:12][CH:11]=[C:10]([CH3:14])[C:4]=1[C:5]([O:7][CH2:8][CH3:9])=[O:6].[Br:15]Br.O.C(OCC)(=O)C. Product: [Br:15][C:11]1[C:10]([CH3:14])=[C:4]([C:3]([O:2][CH3:1])=[CH:13][CH:12]=1)[C:5]([O:7][CH2:8][CH3:9])=[O:6]. The catalyst class is: 53. (2) Reactant: [F:1][C:2]1[CH:10]=[C:9]([N+:11]([O-:13])=[O:12])[C:8](F)=[CH:7][C:3]=1[C:4]([OH:6])=[O:5].C(=O)([O-])[O-].[Cs+].[Cs+].[CH2:21]([OH:23])[CH3:22].Cl. Product: [CH2:21]([O:23][C:8]1[C:9]([N+:11]([O-:13])=[O:12])=[CH:10][C:2]([F:1])=[C:3]([CH:7]=1)[C:4]([OH:6])=[O:5])[CH3:22]. The catalyst class is: 18. (3) Reactant: [CH3:1][O:2][CH2:3][N:4]1[C:12]2[C:7](=[CH:8][C:9]([C:13]3[O:17][C:16]([SH:18])=[N:15][N:14]=3)=[CH:10][CH:11]=2)[CH:6]=[N:5]1.[F:19][C:20]([F:30])([F:29])[C:21]1[CH:22]=[C:23]([CH:26]=[CH:27][CH:28]=1)[CH2:24]Cl.C(=O)([O-])[O-].[K+].[K+].O. Product: [CH3:1][O:2][CH2:3][N:4]1[C:12]2[C:7](=[CH:8][C:9]([C:13]3[O:17][C:16]([S:18][CH2:24][C:23]4[CH:26]=[CH:27][CH:28]=[C:21]([C:20]([F:19])([F:29])[F:30])[CH:22]=4)=[N:15][N:14]=3)=[CH:10][CH:11]=2)[CH:6]=[N:5]1. The catalyst class is: 9. (4) Reactant: [N+:1]([C:4]1[CH:5]=[C:6]([NH:10][CH2:11][C:12]([OH:14])=[O:13])[CH:7]=[CH:8][CH:9]=1)([O-:3])=[O:2].[CH2:15](O)[CH3:16]. Product: [N+:1]([C:4]1[CH:5]=[C:6]([NH:10][CH2:11][C:12]([O:14][CH2:15][CH3:16])=[O:13])[CH:7]=[CH:8][CH:9]=1)([O-:3])=[O:2]. The catalyst class is: 6. (5) Reactant: [Cl:1][C:2]1[CH:22]=[CH:21][C:5]([O:6][C:7]2[CH:12]=[CH:11][C:10]([C:13]3([CH3:16])[CH2:15][O:14]3)=[C:9]([C:17]([F:20])([F:19])[F:18])[CH:8]=2)=[CH:4][CH:3]=1.[NH:23]1[CH:27]=[N:26][CH:25]=[N:24]1.[OH-].[Na+].[Cl-].[NH4+]. Product: [Cl:1][C:2]1[CH:22]=[CH:21][C:5]([O:6][C:7]2[CH:12]=[CH:11][C:10]([C:13]([OH:14])([CH3:16])[CH2:15][N:23]3[CH:27]=[N:26][CH:25]=[N:24]3)=[C:9]([C:17]([F:20])([F:19])[F:18])[CH:8]=2)=[CH:4][CH:3]=1. The catalyst class is: 60. (6) Reactant: [CH3:1][C:2]1[C:3]([NH2:9])=[C:4]([NH2:8])[CH:5]=[CH:6][CH:7]=1.C(O)(=O)C.[N:14]([O-])=O.[Na+]. Product: [CH3:1][C:2]1[C:3]2[N:9]=[N:14][NH:8][C:4]=2[CH:5]=[CH:6][CH:7]=1. The catalyst class is: 6. (7) Reactant: [F:1][C:2]1[CH:3]=[C:4]([CH2:8][CH2:9][CH2:10][C:11](=[O:13])[CH3:12])[CH:5]=[CH:6][CH:7]=1.[C:14](OCC)(=[O:20])[C:15]([O:17][CH2:18][CH3:19])=[O:16].[O-]CC.[Na+]. Product: [F:1][C:2]1[CH:3]=[C:4]([CH2:8][CH2:9][CH2:10][C:11](=[O:13])[CH2:12][C:14](=[O:20])[C:15]([O:17][CH2:18][CH3:19])=[O:16])[CH:5]=[CH:6][CH:7]=1. The catalyst class is: 8. (8) Product: [CH2:26]([O:3][CH:4]1[CH2:8][CH2:7][N:6]([C:9]2[CH:19]=[CH:18][C:12]([C:13]([O:15][CH2:16][CH3:17])=[O:14])=[CH:11][CH:10]=2)[CH2:5]1)[C:23]1[CH:24]=[CH:25][CH:20]=[CH:21][CH:22]=1. The catalyst class is: 1. Reactant: [H-].[Na+].[OH:3][CH:4]1[CH2:8][CH2:7][N:6]([C:9]2[CH:19]=[CH:18][C:12]([C:13]([O:15][CH2:16][CH3:17])=[O:14])=[CH:11][CH:10]=2)[CH2:5]1.[CH:20]1[CH:25]=[CH:24][C:23]([CH2:26]Br)=[CH:22][CH:21]=1.